From a dataset of Forward reaction prediction with 1.9M reactions from USPTO patents (1976-2016). Predict the product of the given reaction. (1) Given the reactants Cl.[Cl:2][C:3]1[CH:8]=[C:7]([C:9]2[CH:14]=[CH:13][CH:12]=[C:11]([Cl:15])[CH:10]=2)[N:6]=[C:5]2[CH2:16][CH2:17][CH2:18][C:4]=12.[NH2:19][C:20]1[N:25]=[CH:24][C:23]([CH2:26][CH2:27][OH:28])=[CH:22][CH:21]=1, predict the reaction product. The product is: [ClH:2].[Cl:15][C:11]1[CH:10]=[C:9]([C:7]2[N:6]=[C:5]3[CH2:16][CH2:17][CH2:18][C:4]3=[C:3]([NH:19][C:20]3[N:25]=[CH:24][C:23]([CH2:26][CH2:27][OH:28])=[CH:22][CH:21]=3)[CH:8]=2)[CH:14]=[CH:13][CH:12]=1. (2) The product is: [CH3:41][N:40]1[C:39](=[O:42])[CH:38]=[C:37]([C:43]2[CH:48]=[CH:47][N:46]=[CH:45][N:44]=2)[N:36]=[C:35]1[N:25]1[CH2:24][CH2:23][NH:22][C@@H:21]([C:18]2[CH:17]=[CH:16][C:15]([N:12]3[CH2:13][CH2:14][CH:10]([N:5]4[CH2:6][CH2:7][CH2:8][CH2:9]4)[CH2:11]3)=[CH:20][CH:19]=2)[CH2:26]1. Given the reactants Cl.Cl.Cl.Cl.[N:5]1([C@H:10]2[CH2:14][CH2:13][N:12]([C:15]3[CH:20]=[CH:19][C:18]([C@H:21]4[CH2:26][NH:25][CH2:24][CH2:23][NH:22]4)=[CH:17][CH:16]=3)[CH2:11]2)[CH2:9][CH2:8][CH2:7][CH2:6]1.C(N(CC)CC)C.Cl[C:35]1[N:40]([CH3:41])[C:39](=[O:42])[CH:38]=[C:37]([C:43]2[CH:48]=[CH:47][N:46]=[CH:45][N:44]=2)[N:36]=1, predict the reaction product.